Task: Predict the product of the given reaction.. Dataset: Forward reaction prediction with 1.9M reactions from USPTO patents (1976-2016) (1) Given the reactants [C:1]([C:3]1[CH:4]=[N:5][CH:6]=[CH:7][CH:8]=1)#[CH:2].[CH3:9][C:10]1([CH3:17])[C:14]([CH3:16])([CH3:15])[O:13][BH:12][O:11]1, predict the reaction product. The product is: [CH3:9][C:10]1([CH3:17])[C:14]([CH3:16])([CH3:15])[O:13][B:12](/[CH:2]=[CH:1]/[C:3]2[CH:4]=[N:5][CH:6]=[CH:7][CH:8]=2)[O:11]1. (2) Given the reactants [CH:1]([N:4](CC)[CH:5](C)C)(C)C.[C:10]([CH2:12][C:13]1([N:37]2[CH:41]=[C:40]([C:42]3[C:43]4[CH:50]=[CH:49][N:48](COCC[Si](C)(C)C)[C:44]=4[N:45]=[CH:46][N:47]=3)[CH:39]=[N:38]2)[CH2:16][N:15]([C@@H:17]2[CH2:22][CH2:21][C@H:20]([O:23][C:24]3[N:29]=[C:28]([C:30]([F:33])([F:32])[F:31])[N:27]=[C:26]([C:34]([OH:36])=O)[CH:25]=3)[CH2:19][CH2:18]2)[CH2:14]1)#[N:11].F[P-](F)(F)(F)(F)F.C[N+](C)=C(N(C)C)[O:69]N1C2N=CC=CC=2N=N1.Cl.CNC.CN(C)[CH:89]=[O:90], predict the reaction product. The product is: [F:31][C:30]([F:33])([F:32])[C:89]([OH:90])=[O:69].[F:31][C:30]([F:33])([F:32])[C:89]([OH:90])=[O:69].[C:10]([CH2:12][C:13]1([N:37]2[CH:41]=[C:40]([C:42]3[C:43]4[CH:50]=[CH:49][NH:48][C:44]=4[N:45]=[CH:46][N:47]=3)[CH:39]=[N:38]2)[CH2:16][N:15]([C@@H:17]2[CH2:18][CH2:19][C@H:20]([O:23][C:24]3[N:29]=[C:28]([C:30]([F:33])([F:32])[F:31])[N:27]=[C:26]([C:34]([N:4]([CH3:5])[CH3:1])=[O:36])[CH:25]=3)[CH2:21][CH2:22]2)[CH2:14]1)#[N:11].